Dataset: Full USPTO retrosynthesis dataset with 1.9M reactions from patents (1976-2016). Task: Predict the reactants needed to synthesize the given product. (1) Given the product [F:1][C:2]1[CH:21]=[CH:20][CH:19]=[CH:18][C:3]=1[CH2:4][O:5][C:6]1[CH:14]=[C:13]([NH:15][S:71]([C:67]2[S:66][CH:70]=[CH:69][CH:68]=2)(=[O:73])=[O:72])[CH:12]=[C:8]([C:9]2[NH:29][C:28]3[C:23]([N:22]=2)=[N:24][CH:25]=[CH:26][CH:27]=3)[CH:7]=1, predict the reactants needed to synthesize it. The reactants are: [F:1][C:2]1[CH:21]=[CH:20][CH:19]=[CH:18][C:3]=1[CH2:4][O:5][C:6]1[CH:7]=[C:8]([CH:12]=[C:13]([N+:15]([O-])=O)[CH:14]=1)[C:9](O)=O.[NH2:22][C:23]1[C:28]([NH2:29])=[CH:27][CH:26]=[CH:25][N:24]=1.CN(C(ON1N=NC2C=CC=CC1=2)=[N+](C)C)C.F[P-](F)(F)(F)(F)F.N1C2C=CC=NC=2N=C1.[Sn](Cl)Cl.[S:66]1[CH:70]=[CH:69][CH:68]=[C:67]1[S:71](Cl)(=[O:73])=[O:72]. (2) Given the product [CH3:1][N:2]1[C:7](=[O:8])[C:6]([C:9]2[C:10]([CH2:19][CH3:20])=[CH:11][C:12]([CH2:17][CH3:18])=[CH:13][C:14]=2[CH2:15][CH3:16])=[C:5]([O:21][CH2:22][S:37]([CH3:27])(=[O:41])=[O:39])[C:4]([CH3:25])=[N:3]1, predict the reactants needed to synthesize it. The reactants are: [CH3:1][N:2]1[C:7](=[O:8])[C:6]([C:9]2[C:14]([CH2:15][CH3:16])=[CH:13][C:12]([CH2:17][CH3:18])=[CH:11][C:10]=2[CH2:19][CH3:20])=[C:5]([O:21][CH2:22]SC)[C:4]([CH3:25])=[N:3]1.Cl[C:27]1C=CC=C(C(OO)=O)C=1.[S:37]([O-:41])([O-])(=[O:39])=S.[Na+].[Na+]. (3) The reactants are: [CH3:1][CH:2]([C:4]1[CH:5]=[CH:6][CH:7]=[C:8]([CH:11]([CH3:13])[CH3:12])[C:9]=1[OH:10])[CH3:3].Cl[C:15](=[O:22])[CH2:16][CH2:17][C:18]([O:20][CH3:21])=[O:19].O. Given the product [OH:10][C:9]1[C:4]([CH:2]([CH3:1])[CH3:3])=[CH:5][C:6]([C:15](=[O:22])[CH2:16][CH2:17][C:18]([O:20][CH3:21])=[O:19])=[CH:7][C:8]=1[CH:11]([CH3:13])[CH3:12], predict the reactants needed to synthesize it. (4) Given the product [F:21][C:19]1([F:22])[O:18][C:17]2[CH:23]=[CH:24][C:14]([C:11]3([C:9]([NH:8][C:6]4[N:7]=[C:2]([C:28]5[C:27]([F:26])=[CH:32][N:31]=[C:30]([O:33][CH3:34])[CH:29]=5)[C:3]([CH3:25])=[CH:4][CH:5]=4)=[O:10])[CH2:13][CH2:12]3)=[CH:15][C:16]=2[O:20]1, predict the reactants needed to synthesize it. The reactants are: Cl[C:2]1[N:7]=[C:6]([NH:8][C:9]([C:11]2([C:14]3[CH:24]=[CH:23][C:17]4[O:18][C:19]([F:22])([F:21])[O:20][C:16]=4[CH:15]=3)[CH2:13][CH2:12]2)=[O:10])[CH:5]=[CH:4][C:3]=1[CH3:25].[F:26][C:27]1[C:28](B(O)O)=[CH:29][C:30]([O:33][CH3:34])=[N:31][CH:32]=1.C(=O)([O-])[O-].[Na+].[Na+]. (5) Given the product [Cl:20][C:21]1[N:22]=[C:23]([C:27]([NH:1][C@H:2]2[CH2:7][CH2:6][N:5]([C:8]3[S:9][C:10]([C:13]([O:15][CH2:16][CH3:17])=[O:14])=[CH:11][N:12]=3)[CH2:4][C@H:3]2[O:18][CH3:19])=[O:28])[NH:24][C:25]=1[Cl:26], predict the reactants needed to synthesize it. The reactants are: [NH2:1][C@H:2]1[CH2:7][CH2:6][N:5]([C:8]2[S:9][C:10]([C:13]([O:15][CH2:16][CH3:17])=[O:14])=[CH:11][N:12]=2)[CH2:4][C@H:3]1[O:18][CH3:19].[Cl:20][C:21]1[N:22]=[C:23]([C:27](O)=[O:28])[NH:24][C:25]=1[Cl:26].CCN=C=NCCCN(C)C.Cl.